This data is from CYP2C19 inhibition data for predicting drug metabolism from PubChem BioAssay. The task is: Regression/Classification. Given a drug SMILES string, predict its absorption, distribution, metabolism, or excretion properties. Task type varies by dataset: regression for continuous measurements (e.g., permeability, clearance, half-life) or binary classification for categorical outcomes (e.g., BBB penetration, CYP inhibition). Dataset: cyp2c19_veith. (1) The molecule is CCCC(=O)N1CCN(c2ccc(NC(=O)C(C)(C)C)cc2)CC1. The result is 0 (non-inhibitor). (2) The drug is CCNc1ncc2ncc(=O)n(C3CC3)c2n1. The result is 0 (non-inhibitor). (3) The drug is Clc1ccc(-c2cc3ccccc3[nH]2)cc1. The result is 1 (inhibitor). (4) The drug is O=C(COc1ccc2ccccc2c1)Nc1ccc(Cc2ccncc2)cc1. The result is 1 (inhibitor). (5) The molecule is COC(=O)C1=C(CSCc2ccccc2)NC(=O)NC1c1cc(C)ccc1C. The result is 1 (inhibitor). (6) The drug is CCOc1cc(/C=N/n2cnnc2)c(Br)cc1O. The result is 1 (inhibitor). (7) The compound is CC(=O)Nc1ccc(S(=O)(=O)NC2(C(F)(F)F)NC(=O)N(c3ccc(Cl)cc3)C2=O)cc1. The result is 0 (non-inhibitor). (8) The compound is Cc1cccc(OCC(=O)NC(=S)N2CCCc3ccccc32)c1. The result is 1 (inhibitor).